This data is from Forward reaction prediction with 1.9M reactions from USPTO patents (1976-2016). The task is: Predict the product of the given reaction. (1) The product is: [CH2:1]([O:8][C:9]1[CH:18]=[CH:17][C:12]([C:13]([O:15][CH3:16])=[O:14])=[CH:11][C:10]=1[C:19]([OH:24])=[O:20])[C:2]1[CH:7]=[CH:6][CH:5]=[CH:4][CH:3]=1. Given the reactants [CH2:1]([O:8][C:9]1[CH:18]=[CH:17][C:12]([C:13]([O:15][CH3:16])=[O:14])=[CH:11][C:10]=1[CH:19]=[O:20])[C:2]1[CH:7]=[CH:6][CH:5]=[CH:4][CH:3]=1.OO.Cl([O-])=[O:24].[Na+], predict the reaction product. (2) The product is: [C:9]([Cl:10])(=[O:8])[C:3]1[CH:1]=[CH:4][CH:13]=[CH:12][CH:11]=1.[CH2:6]([O:8][CH2:9][Cl:10])[CH3:7].[C:1]([Cl:5])([CH3:4])([CH3:3])[CH3:2]. Given the reactants [C:1]([Cl:5])([CH3:4])([CH3:3])[CH3:2].[CH2:6]([O:8][CH2:9][Cl:10])[CH3:7].[CH2:11](Cl)[CH2:12][CH2:13]C, predict the reaction product. (3) Given the reactants [F:1][C:2]1[C:10]2[NH:9][C:8](=O)[NH:7][C:6]=2[CH:5]=[CH:4][CH:3]=1.P(Cl)(Cl)([Cl:14])=O, predict the reaction product. The product is: [Cl:14][C:8]1[NH:9][C:10]2[C:2]([F:1])=[CH:3][CH:4]=[CH:5][C:6]=2[N:7]=1. (4) The product is: [F:29][C:30]1[CH:35]=[CH:34][C:33]([NH:36][C:37]([N:9]2[CH2:10][C@@H:11]([CH2:23][C:24]([CH3:25])([CH3:27])[CH3:26])[C@@:12]([C:15]3[CH:20]=[CH:19][C:18]([Cl:21])=[CH:17][C:16]=3[F:22])([C:13]#[N:14])[C@H:8]2[C:4]2[CH:5]=[CH:6][CH:7]=[C:2]([Cl:1])[C:3]=2[F:28])=[O:38])=[CH:32][CH:31]=1. Given the reactants [Cl:1][C:2]1[C:3]([F:28])=[C:4]([CH:8]2[C:12]([C:15]3[CH:20]=[CH:19][C:18]([Cl:21])=[CH:17][C:16]=3[F:22])([C:13]#[N:14])[CH:11]([CH2:23][C:24]([CH3:27])([CH3:26])[CH3:25])[CH2:10][NH:9]2)[CH:5]=[CH:6][CH:7]=1.[F:29][C:30]1[CH:35]=[CH:34][C:33]([N:36]=[C:37]=[O:38])=[CH:32][CH:31]=1, predict the reaction product. (5) Given the reactants [C:1]([C:4]1[C:12]2[C:7](=[CH:8][CH:9]=[C:10](OC(F)(F)F)C=2)[N:6]([CH2:18][C:19]([OH:21])=[O:20])[CH:5]=1)(=[O:3])[CH3:2].[NH:22]1C2C(=NC=CC=2)C(C(=O)C)=C1, predict the reaction product. The product is: [C:1]([C:4]1[C:12]2=[N:22][CH:10]=[CH:9][CH:8]=[C:7]2[N:6]([CH2:18][C:19]([OH:21])=[O:20])[CH:5]=1)(=[O:3])[CH3:2]. (6) The product is: [Cl:8][C:6]1[CH:5]=[CH:4][N:3]=[C:2]([NH:12][C:11]2[CH:13]=[C:14]([N+:17]([O-:19])=[O:18])[CH:15]=[CH:16][C:10]=2[CH3:9])[CH:7]=1. Given the reactants Cl[C:2]1[CH:7]=[C:6]([Cl:8])[CH:5]=[CH:4][N:3]=1.[CH3:9][C:10]1[CH:16]=[CH:15][C:14]([N+:17]([O-:19])=[O:18])=[CH:13][C:11]=1[NH2:12].C1(P(C2C=CC=CC=2)C2C=CC3C(=CC=CC=3)C=2C2C3C(=CC=CC=3)C=CC=2P(C2C=CC=CC=2)C2C=CC=CC=2)C=CC=CC=1.C(=O)([O-])[O-].[Cs+].[Cs+], predict the reaction product. (7) Given the reactants [CH3:1][O:2][C:3]1[N:8]=[CH:7][C:6]([CH:9]=O)=[CH:5][CH:4]=1.[CH3:11][O:12][C:13]([CH:15]=P(C1C=CC=CC=1)(C1C=CC=CC=1)C1C=CC=CC=1)=[O:14].O, predict the reaction product. The product is: [CH3:11][O:12][C:13](=[O:14])[CH:15]=[CH:9][C:6]1[CH:7]=[N:8][C:3]([O:2][CH3:1])=[CH:4][CH:5]=1. (8) Given the reactants [H][H].[N+:3]([C:6]1[CH:16]=[CH:15][CH:14]=[CH:13][C:7]=1[O:8][CH2:9][C:10](=O)[CH3:11])([O-])=O.[N+](C(OC1C=CC=CC=1)C(=O)C)([O-])=O, predict the reaction product. The product is: [CH3:11][CH:10]1[NH:3][C:6]2[CH:16]=[CH:15][CH:14]=[CH:13][C:7]=2[O:8][CH2:9]1. (9) Given the reactants [NH2:1][C:2]1[CH:7]=[CH:6][C:5]([N:8]2[CH2:13][CH2:12][N:11]([CH:14]([OH:16])[CH3:15])[CH2:10][CH2:9]2)=[CH:4][CH:3]=1.[Br:17][C:18]1[CH:19]=[CH:20][CH:21]=[C:22]2[C:27]=1[N:26]=[C:25](Cl)[N:24]=[CH:23]2.C(O)(C(F)(F)F)=O, predict the reaction product. The product is: [Br:17][C:18]1[CH:19]=[CH:20][CH:21]=[C:22]2[C:27]=1[N:26]=[C:25]([NH:1][C:2]1[CH:3]=[CH:4][C:5]([N:8]3[CH2:9][CH2:10][N:11]([CH:14]([OH:16])[CH3:15])[CH2:12][CH2:13]3)=[CH:6][CH:7]=1)[N:24]=[CH:23]2.